This data is from Retrosynthesis with 50K atom-mapped reactions and 10 reaction types from USPTO. The task is: Predict the reactants needed to synthesize the given product. (1) Given the product CC(C)(NC(=O)c1cccc(B(O)O)c1)C(=O)OC1CCCC1, predict the reactants needed to synthesize it. The reactants are: CC(C)(N)C(=O)OC1CCCC1.O=C(O)c1cccc(B(O)O)c1. (2) The reactants are: CCC1SC(=O)N(Cc2ccc(N)cc2)N=C1c1ccc(OC)c(OC)c1.O=C(Cl)C(F)(F)F. Given the product CCC1SC(=O)N(Cc2ccc(NC(=O)C(F)(F)F)cc2)N=C1c1ccc(OC)c(OC)c1, predict the reactants needed to synthesize it. (3) Given the product COc1ccc(N2C(=O)c3ccccc3C2=O)c(O)n1, predict the reactants needed to synthesize it. The reactants are: COc1ccc(N2C(=O)c3ccccc3C2=O)c(OC)n1. (4) The reactants are: COC(=O)c1ccc(-c2cccc(CBr)c2)cc1Cl.O=c1c2ccc(O)cc2sn1C1CCCC1. Given the product COC(=O)c1ccc(-c2cccc(COc3ccc4c(=O)n(C5CCCC5)sc4c3)c2)cc1Cl, predict the reactants needed to synthesize it.